Predict the reactants needed to synthesize the given product. From a dataset of Full USPTO retrosynthesis dataset with 1.9M reactions from patents (1976-2016). (1) Given the product [CH2:16]([O:15][C:10]([C:11]1[C:3]([C:4]2[CH:8]=[CH:7][S:6][CH:5]=2)=[N:2][O:1][C:12]=1[CH3:13])=[O:14])[CH3:17], predict the reactants needed to synthesize it. The reactants are: [OH:1][N:2]=[C:3](Cl)[C:4]1[CH:8]=[CH:7][S:6][CH:5]=1.[C:10]([O:15][CH2:16][CH3:17])(=[O:14])[C:11]#[C:12][CH3:13]. (2) Given the product [C:23]1([CH:17]([N:10]2[CH2:15][CH2:14][CH2:13][CH2:12][CH2:11]2)[C:18]([O:20][CH2:21][CH3:22])=[O:19])[CH:28]=[CH:27][CH:26]=[CH:25][CH:24]=1, predict the reactants needed to synthesize it. The reactants are: CCN(C(C)C)C(C)C.[NH:10]1[CH2:15][CH2:14][CH2:13][CH2:12][CH2:11]1.Br[CH:17]([C:23]1[CH:28]=[CH:27][CH:26]=[CH:25][CH:24]=1)[C:18]([O:20][CH2:21][CH3:22])=[O:19]. (3) Given the product [C:30]([N:27]1[CH2:28][CH2:29][CH:24]([C:21]2[CH:22]=[N:23][C:18]([N:11]3[C:12]4[C:17](=[CH:16][CH:15]=[CH:14][CH:13]=4)[NH:8][CH2:9][CH2:10]3)=[CH:19][CH:20]=2)[CH2:25][CH2:26]1)([CH3:33])([CH3:31])[CH3:32], predict the reactants needed to synthesize it. The reactants are: C(OC([N:8]1[C:17]2[C:12](=[CH:13][CH:14]=[CH:15][CH:16]=2)[N:11]([C:18]2[N:23]=[CH:22][C:21]([CH:24]3[CH2:29][CH2:28][N:27]([C:30]([CH3:33])([CH3:32])[CH3:31])[CH2:26][CH2:25]3)=[CH:20][CH:19]=2)[CH2:10][CH2:9]1)=O)(C)(C)C.Cl.O1CCOCC1. (4) Given the product [F:35][CH:33]([F:34])[CH2:32][O:31][C:18]1[C:19]([C:27]([CH3:29])([CH3:28])[CH3:30])=[CH:20][C:21]([C:23]([CH3:26])([CH3:25])[CH3:24])=[CH:22][C:17]=1[C:16]1[C:10]2[CH:9]=[C:8]([C:6]([CH3:7])=[CH:5][C:4]([OH:36])=[O:3])[S:12][C:11]=2[CH:13]=[CH:14][CH:15]=1, predict the reactants needed to synthesize it. The reactants are: C([O:3][C:4](=[O:36])[CH:5]=[C:6]([C:8]1[S:12][C:11]2[CH:13]=[CH:14][CH:15]=[C:16]([C:17]3[CH:22]=[C:21]([C:23]([CH3:26])([CH3:25])[CH3:24])[CH:20]=[C:19]([C:27]([CH3:30])([CH3:29])[CH3:28])[C:18]=3[O:31][CH2:32][CH:33]([F:35])[F:34])[C:10]=2[CH:9]=1)[CH3:7])C.C1COCC1.[Li+].[OH-].